Dataset: Reaction yield outcomes from USPTO patents with 853,638 reactions. Task: Predict the reaction yield, written as a fraction of the theoretical maximum amount of product (1.0 means a 100% yield; for example, 0.34 means a 34% yield). (1) The reactants are [CH2:1]([O:3][C:4]([C:6]1[CH:7]=[C:8]2[C:13](=[CH:14][CH:15]=1)[NH:12][CH:11]([C:16]1[CH:21]=[CH:20]C=C(NC(C(O)=O)(C)C)[CH:17]=1)[C:10]([CH3:30])([CH3:29])[CH2:9]2)=[O:5])[CH3:2].Cl.[CH3:32]N.[CH3:34][N:35]([C:37]([O:41]N1N=NC2C=CC=NC1=2)=[N+](C)C)C.F[P-](F)(F)(F)(F)F.C([N:60]([CH2:63][CH3:64])[CH2:61][CH3:62])C. The catalyst is ClCCl. The product is [CH2:1]([O:3][C:4]([C:6]1[CH:7]=[C:8]2[C:13](=[CH:14][CH:15]=1)[NH:12][CH:11]([C:16]1[CH:21]=[CH:20][CH:64]=[C:63]([NH:60][C:61]([CH3:62])([C:37](=[O:41])[NH:35][CH3:34])[CH3:32])[CH:17]=1)[C:10]([CH3:30])([CH3:29])[CH2:9]2)=[O:5])[CH3:2]. The yield is 0.940. (2) The reactants are Cl.[CH:2]1([CH2:6][O:7][NH:8][C:9]([C:11]2[C:12]([NH:26][C:27]3[CH:32]=[CH:31][C:30]([Br:33])=[CH:29][C:28]=3[F:34])=[CH:13][C:14](=[O:25])[N:15]3[C:19]=2[CH:18]2[O:20]C(C)(C)[O:22][CH:17]2[CH2:16]3)=[O:10])[CH2:5][CH2:4][CH2:3]1. The catalyst is CO. The product is [CH:2]1([CH2:6][O:7][NH:8][C:9]([C:11]2[C:12]([NH:26][C:27]3[CH:32]=[CH:31][C:30]([Br:33])=[CH:29][C:28]=3[F:34])=[CH:13][C:14](=[O:25])[N:15]3[C:19]=2[CH:18]([OH:20])[CH:17]([OH:22])[CH2:16]3)=[O:10])[CH2:5][CH2:4][CH2:3]1. The yield is 0.291. (3) The reactants are [CH2:1]([N:5]([CH2:22][CH:23]([CH3:25])[CH3:24])[C:6]1[CH:11]=[CH:10][C:9](/[C:12](/[CH3:18])=[CH:13]/[C:14]([O:16][CH3:17])=[O:15])=[CH:8][C:7]=1[N+:19]([O-])=O)[CH:2]([CH3:4])[CH3:3]. The catalyst is CO.[Pd]. The product is [NH2:19][C:7]1[CH:8]=[C:9]([C@H:12]([CH3:18])[CH2:13][C:14]([O:16][CH3:17])=[O:15])[CH:10]=[CH:11][C:6]=1[N:5]([CH2:22][CH:23]([CH3:24])[CH3:25])[CH2:1][CH:2]([CH3:4])[CH3:3]. The yield is 0.428.